From a dataset of Experimentally validated miRNA-target interactions with 360,000+ pairs, plus equal number of negative samples. Binary Classification. Given a miRNA mature sequence and a target amino acid sequence, predict their likelihood of interaction. The miRNA is hsa-miR-5586-5p with sequence UAUCCAGCUUGUUACUAUAUGC. The protein sequence of the target gene is MTMAGGRRGLVAPQNTFLENIVRRSNDTNFVLGNAQIVDWPIVYSNDGFCKLSGYHRAEVMQKSSACSFMYGELTDKDTVEKVRQTFENYEMNSFEILMYKKNRTPVWFFVKIAPIRNEQDKVVLFLCTFSDITAFKQPIEDDSCKGWGKFARLTRALTSSRGVLQQLAPSVQKGENVHKHSRLAEVLQLGSDILPQYKQEAPKTPPHIILHYCVFKTTWDWIILILTFYTAILVPYNVSFKTRQNNVAWLVVDSIVDVIFLVDIVLNFHTTFVGPAGEVISDPKLIRMNYLKTWFVIDL.... Result: 0 (no interaction).